Task: Regression. Given two drug SMILES strings and cell line genomic features, predict the synergy score measuring deviation from expected non-interaction effect.. Dataset: NCI-60 drug combinations with 297,098 pairs across 59 cell lines (1) Drug 1: C1CCN(CC1)CCOC2=CC=C(C=C2)C(=O)C3=C(SC4=C3C=CC(=C4)O)C5=CC=C(C=C5)O. Drug 2: C1=CC(=CC=C1CCC2=CNC3=C2C(=O)NC(=N3)N)C(=O)NC(CCC(=O)O)C(=O)O. Cell line: UACC-257. Synergy scores: CSS=8.26, Synergy_ZIP=-0.0884, Synergy_Bliss=3.55, Synergy_Loewe=-1.86, Synergy_HSA=0.979. (2) Drug 1: C1=C(C(=O)NC(=O)N1)N(CCCl)CCCl. Drug 2: C(=O)(N)NO. Cell line: NCI-H322M. Synergy scores: CSS=-9.84, Synergy_ZIP=1.30, Synergy_Bliss=-4.68, Synergy_Loewe=-7.60, Synergy_HSA=-7.19. (3) Drug 1: CC1=C2C(C(=O)C3(C(CC4C(C3C(C(C2(C)C)(CC1OC(=O)C(C(C5=CC=CC=C5)NC(=O)OC(C)(C)C)O)O)OC(=O)C6=CC=CC=C6)(CO4)OC(=O)C)O)C)O. Drug 2: CC1C(C(CC(O1)OC2CC(CC3=C2C(=C4C(=C3O)C(=O)C5=C(C4=O)C(=CC=C5)OC)O)(C(=O)CO)O)N)O.Cl. Cell line: OVCAR-4. Synergy scores: CSS=25.5, Synergy_ZIP=1.87, Synergy_Bliss=4.86, Synergy_Loewe=6.01, Synergy_HSA=5.95. (4) Drug 1: C1CN(CCN1C(=O)CCBr)C(=O)CCBr. Drug 2: CC1=C(C(=O)C2=C(C1=O)N3CC4C(C3(C2COC(=O)N)OC)N4)N. Cell line: HOP-92. Synergy scores: CSS=18.4, Synergy_ZIP=-8.54, Synergy_Bliss=-1.66, Synergy_Loewe=0.494, Synergy_HSA=1.72. (5) Drug 2: CCC1(C2=C(COC1=O)C(=O)N3CC4=CC5=C(C=CC(=C5CN(C)C)O)N=C4C3=C2)O.Cl. Drug 1: CC(C1=C(C=CC(=C1Cl)F)Cl)OC2=C(N=CC(=C2)C3=CN(N=C3)C4CCNCC4)N. Cell line: MCF7. Synergy scores: CSS=14.1, Synergy_ZIP=-3.70, Synergy_Bliss=0.916, Synergy_Loewe=-10.3, Synergy_HSA=-0.355. (6) Drug 1: COC1=CC(=CC(=C1O)OC)C2C3C(COC3=O)C(C4=CC5=C(C=C24)OCO5)OC6C(C(C7C(O6)COC(O7)C8=CC=CS8)O)O. Drug 2: CN(C)C1=NC(=NC(=N1)N(C)C)N(C)C. Cell line: NCI-H460. Synergy scores: CSS=49.8, Synergy_ZIP=6.85, Synergy_Bliss=6.73, Synergy_Loewe=-29.5, Synergy_HSA=5.52. (7) Drug 1: C1CCN(CC1)CCOC2=CC=C(C=C2)C(=O)C3=C(SC4=C3C=CC(=C4)O)C5=CC=C(C=C5)O. Drug 2: CC1C(C(CC(O1)OC2CC(CC3=C2C(=C4C(=C3O)C(=O)C5=C(C4=O)C(=CC=C5)OC)O)(C(=O)C)O)N)O.Cl. Cell line: T-47D. Synergy scores: CSS=31.2, Synergy_ZIP=-6.06, Synergy_Bliss=-0.690, Synergy_Loewe=-2.91, Synergy_HSA=2.00.